From a dataset of Forward reaction prediction with 1.9M reactions from USPTO patents (1976-2016). Predict the product of the given reaction. (1) Given the reactants [C:1]1([N:7]2[C:19]3[CH:18]=[CH:17][C:16](B4OC(C)(C)C(C)(C)O4)=[CH:15][C:14]=3[C:13]3[C:8]2=[CH:9][CH:10]=[CH:11][CH:12]=3)[CH:6]=[CH:5][CH:4]=[CH:3][CH:2]=1.[I:29][C:30]1[CH:35]=[CH:34][C:33](Br)=[CH:32][CH:31]=1.C(=O)([O-])[O-].[Na+].[Na+], predict the reaction product. The product is: [I:29][C:30]1[CH:35]=[CH:34][C:33]([C:16]2[CH:17]=[CH:18][C:19]3[N:7]([C:1]4[CH:6]=[CH:5][CH:4]=[CH:3][CH:2]=4)[C:8]4[C:13]([C:14]=3[CH:15]=2)=[CH:12][CH:11]=[CH:10][CH:9]=4)=[CH:32][CH:31]=1. (2) The product is: [F:1][C:2]1[CH:7]=[CH:6][CH:5]=[CH:4][C:3]=1[CH:8]=[CH:9][C:10]([NH:12][C@H:13]([C:18]([OH:20])=[O:19])[CH2:14][CH:15]([CH3:16])[CH3:17])=[O:11]. Given the reactants [F:1][C:2]1[CH:7]=[CH:6][CH:5]=[CH:4][C:3]=1[CH:8]=[CH:9][C:10]([NH:12][C@H:13]([C:18]([O:20]C)=[O:19])[CH2:14][CH:15]([CH3:17])[CH3:16])=[O:11].[OH-].[Na+], predict the reaction product.